From a dataset of NCI-60 drug combinations with 297,098 pairs across 59 cell lines. Regression. Given two drug SMILES strings and cell line genomic features, predict the synergy score measuring deviation from expected non-interaction effect. (1) Drug 1: CC=C1C(=O)NC(C(=O)OC2CC(=O)NC(C(=O)NC(CSSCCC=C2)C(=O)N1)C(C)C)C(C)C. Drug 2: C(=O)(N)NO. Cell line: SF-295. Synergy scores: CSS=44.4, Synergy_ZIP=2.70, Synergy_Bliss=3.79, Synergy_Loewe=-33.5, Synergy_HSA=1.43. (2) Drug 1: CN1C(=O)N2C=NC(=C2N=N1)C(=O)N. Drug 2: CC(C)NC(=O)C1=CC=C(C=C1)CNNC.Cl. Cell line: COLO 205. Synergy scores: CSS=1.50, Synergy_ZIP=0.0884, Synergy_Bliss=-1.47, Synergy_Loewe=1.30, Synergy_HSA=-2.42. (3) Drug 1: CC(C1=C(C=CC(=C1Cl)F)Cl)OC2=C(N=CC(=C2)C3=CN(N=C3)C4CCNCC4)N. Drug 2: CCC1(CC2CC(C3=C(CCN(C2)C1)C4=CC=CC=C4N3)(C5=C(C=C6C(=C5)C78CCN9C7C(C=CC9)(C(C(C8N6C)(C(=O)OC)O)OC(=O)C)CC)OC)C(=O)OC)O.OS(=O)(=O)O. Cell line: ACHN. Synergy scores: CSS=33.0, Synergy_ZIP=2.93, Synergy_Bliss=7.43, Synergy_Loewe=-1.20, Synergy_HSA=7.09.